This data is from Forward reaction prediction with 1.9M reactions from USPTO patents (1976-2016). The task is: Predict the product of the given reaction. (1) Given the reactants [NH:1]1[CH2:6][CH2:5][C:4]2([O:11][C:10]3[C:12]4[C:17]([C:18](=[O:21])[C:19](=[O:20])[C:9]=3[S:8][CH2:7]2)=[CH:16][CH:15]=[CH:14][CH:13]=4)[CH2:3][CH2:2]1.[Cl:22][C:23]1[CH:33]=[CH:32][C:26]([O:27][CH2:28][C@H:29]2[CH2:31][O:30]2)=[CH:25][CH:24]=1, predict the reaction product. The product is: [Cl:22][C:23]1[CH:33]=[CH:32][C:26]([O:27][CH2:28][C@H:29]([OH:30])[CH2:31][N:1]2[CH2:2][CH2:3][C:4]3([O:11][C:10]4[C:12]5[C:17]([C:18](=[O:21])[C:19](=[O:20])[C:9]=4[S:8][CH2:7]3)=[CH:16][CH:15]=[CH:14][CH:13]=5)[CH2:5][CH2:6]2)=[CH:25][CH:24]=1. (2) Given the reactants F[B-](F)(F)F.[F:6][S:7]([F:19])([F:18])([F:17])([F:16])[C:8]1[CH:13]=[CH:12][C:11]([N+]#N)=[CH:10][CH:9]=1.[CH3:20][C:21]1[CH:28]=[CH:27][C:24]([CH:25]=[CH2:26])=[CH:23][CH:22]=1, predict the reaction product. The product is: [CH3:20][C:21]1[CH:28]=[CH:27][C:24](/[CH:25]=[CH:26]/[C:11]2[CH:12]=[CH:13][C:8]([S:7]([F:19])([F:18])([F:17])([F:16])[F:6])=[CH:9][CH:10]=2)=[CH:23][CH:22]=1. (3) Given the reactants [CH3:1][N:2]([CH2:4][C@@H:5]1[CH2:8][C@H:7]([C:9]2[N:13]3[CH:14]=[CH:15][N:16]=[C:17]([NH2:18])[C:12]3=[C:11]([C:19]3[CH:24]=[CH:23][C:22]([O:25][C:26]4[CH:31]=[CH:30][CH:29]=[CH:28][CH:27]=4)=[CH:21][CH:20]=3)[N:10]=2)[CH2:6]1)[CH3:3].N1CC[CH2:34][CH2:33]1, predict the reaction product. The product is: [O:25]([C:22]1[CH:21]=[CH:20][C:19]([C:11]2[N:10]=[C:9]([CH:7]3[CH2:6][CH:5]([CH2:4][N:2]4[CH2:1][CH2:34][CH2:33][CH2:3]4)[CH2:8]3)[N:13]3[CH:14]=[CH:15][N:16]=[C:17]([NH2:18])[C:12]=23)=[CH:24][CH:23]=1)[C:26]1[CH:27]=[CH:28][CH:29]=[CH:30][CH:31]=1. (4) Given the reactants [NH2:1][C:2]1[CH:3]=[C:4]([N:8]2[C:12]([NH:13][C:14]([NH:16][C:17]3[CH:22]=[CH:21][C:20]([O:23][C:24]4[CH:29]=[CH:28][N:27]=[CH:26][CH:25]=4)=[CH:19][CH:18]=3)=[O:15])=[CH:11][C:10]([C:30]([CH3:33])([CH3:32])[CH3:31])=[N:9]2)[CH:5]=[CH:6][CH:7]=1.[Si:34]([O:41][CH2:42][CH2:43][CH:44]=O)([C:37]([CH3:40])([CH3:39])[CH3:38])([CH3:36])[CH3:35].C(O[BH-](OC(=O)C)OC(=O)C)(=O)C.[Na+].C(O)(=O)C, predict the reaction product. The product is: [C:30]([C:10]1[CH:11]=[C:12]([NH:13][C:14]([NH:16][C:17]2[CH:18]=[CH:19][C:20]([O:23][C:24]3[CH:25]=[CH:26][N:27]=[CH:28][CH:29]=3)=[CH:21][CH:22]=2)=[O:15])[N:8]([C:4]2[CH:5]=[CH:6][CH:7]=[C:2]([NH:1][CH2:44][CH2:43][CH2:42][O:41][Si:34]([C:37]([CH3:38])([CH3:40])[CH3:39])([CH3:35])[CH3:36])[CH:3]=2)[N:9]=1)([CH3:33])([CH3:32])[CH3:31]. (5) Given the reactants [CH3:1][O:2][C:3]1[C:4](=[O:38])[C:5]([CH3:37])=[C:6]([CH2:12][C:13]2[CH:14]=[CH:15][C:16]([O:33]C(=O)C)=[C:17]([CH:32]=2)[C:18]([NH:20][C:21]2[CH:26]=[CH:25][C:24]([C:27]3[CH:31]=[CH:30][NH:29][N:28]=3)=[CH:23][CH:22]=2)=[O:19])[C:7](=[O:11])[C:8]=1[O:9][CH3:10].C(=O)([O-])O.[Na+], predict the reaction product. The product is: [CH3:1][O:2][C:3]1[C:4](=[O:38])[C:5]([CH3:37])=[C:6]([CH2:12][C:13]2[CH:14]=[CH:15][C:16]([OH:33])=[C:17]([CH:32]=2)[C:18]([NH:20][C:21]2[CH:26]=[CH:25][C:24]([C:27]3[CH:31]=[CH:30][NH:29][N:28]=3)=[CH:23][CH:22]=2)=[O:19])[C:7](=[O:11])[C:8]=1[O:9][CH3:10]. (6) Given the reactants C[Si](C)(C)CCOC[N:7](COCC[Si](C)(C)C)[C:8]1[N:13]2[N:14]=[CH:15][C:16]([C:17]3[CH:18]=[N:19][C:20]4[C:25]([CH:26]=3)=[CH:24][CH:23]=[CH:22][CH:21]=4)=[C:12]2[N:11]=[C:10]([CH2:27][C:28]2[CH:33]=[CH:32][C:31]([CH2:34][C:35]([O:37][CH3:38])=[O:36])=[CH:30][CH:29]=2)[C:9]=1[Br:39].C(O)(C(F)(F)F)=O.O, predict the reaction product. The product is: [NH2:7][C:8]1[N:13]2[N:14]=[CH:15][C:16]([C:17]3[CH:18]=[N:19][C:20]4[C:25]([CH:26]=3)=[CH:24][CH:23]=[CH:22][CH:21]=4)=[C:12]2[N:11]=[C:10]([CH2:27][C:28]2[CH:33]=[CH:32][C:31]([CH2:34][C:35]([O:37][CH3:38])=[O:36])=[CH:30][CH:29]=2)[C:9]=1[Br:39]. (7) Given the reactants [N:1]1[CH:6]=[C:5]([C:7]([O:9][CH3:10])=[O:8])[CH:4]=[N:3][C:2]=1[C:11]([O:13]C)=[O:12].[OH-].[Na+].Cl, predict the reaction product. The product is: [CH3:10][O:9][C:7]([C:5]1[CH:6]=[N:1][C:2]([C:11]([OH:13])=[O:12])=[N:3][CH:4]=1)=[O:8]. (8) Given the reactants [Cl:1][C:2]1[CH:7]=[C:6]([C:8]([F:11])([F:10])[F:9])[CH:5]=[C:4]([I:12])[C:3]=1N.Cl.N([O-])=O.[Na+].[PH2](O)=O, predict the reaction product. The product is: [Cl:1][C:2]1[CH:7]=[C:6]([C:8]([F:9])([F:10])[F:11])[CH:5]=[C:4]([I:12])[CH:3]=1. (9) The product is: [CH2:2]([N:37]1[CH2:38][CH2:39][O:40][CH:35]([CH2:34][CH2:33][O:32][C:11]2[CH:12]=[CH:13][C:14]3[C:15]4[N:16]([CH2:29][CH2:30][N:31]=4)[C:17]([NH:20][C:21](=[O:28])[C:22]4[CH:27]=[CH:26][CH:25]=[N:24][CH:23]=4)=[N:18][C:19]=3[C:10]=2[O:9][CH3:8])[CH2:36]1)[CH3:3]. Given the reactants F[C:2](F)(F)[C:3](O)=O.[CH3:8][O:9][C:10]1[C:19]2[N:18]=[C:17]([NH:20][C:21](=[O:28])[C:22]3[CH:27]=[CH:26][CH:25]=[N:24][CH:23]=3)[N:16]3[CH2:29][CH2:30][N:31]=[C:15]3[C:14]=2[CH:13]=[CH:12][C:11]=1[O:32][CH2:33][CH2:34][CH:35]1[O:40][CH2:39][CH2:38][NH:37][CH2:36]1.C(=O)C.C(O[BH-](OC(=O)C)OC(=O)C)(=O)C.[Na+].C(O)(=O)C.Cl, predict the reaction product. (10) Given the reactants [F:1][C:2]1[CH:11]=[C:10]2[C:5]([CH:6]=[CH:7][N:8]([C:13]3[CH:18]=[CH:17][C:16]([N+:19]([O-])=O)=[CH:15][CH:14]=3)[C:9]2=[O:12])=[CH:4][C:3]=1OS(C(F)(F)F)(=O)=O.[CH:30]1([NH2:33])[CH2:32][CH2:31]1, predict the reaction product. The product is: [NH2:19][C:16]1[CH:17]=[CH:18][C:13]([N:8]2[CH:7]=[CH:6][C:5]3[C:10](=[CH:11][C:2]([F:1])=[C:3]([NH:33][CH:30]4[CH2:32][CH2:31]4)[CH:4]=3)[C:9]2=[O:12])=[CH:14][CH:15]=1.